From a dataset of Reaction yield outcomes from USPTO patents with 853,638 reactions. Predict the reaction yield, written as a fraction of the theoretical maximum amount of product (1.0 means a 100% yield; for example, 0.34 means a 34% yield). (1) The reactants are [N:1]1[CH:6]=[CH:5][CH:4]=[C:3]([S:7](Cl)(=[O:9])=[O:8])[CH:2]=1.[NH2:11][CH2:12][C:13]1[N:18]=[C:17]([N:19]([CH2:27][C:28]([O:30][C:31]([CH3:34])([CH3:33])[CH3:32])=[O:29])[C:20]([O:22][C:23]([CH3:26])([CH3:25])[CH3:24])=[O:21])[CH:16]=[CH:15][CH:14]=1.C(N(CC)CC)C.S([O-])(O)(=O)=O.[K+]. The catalyst is C(Cl)Cl. The product is [C:23]([O:22][C:20]([N:19]([CH2:27][C:28]([O:30][C:31]([CH3:34])([CH3:33])[CH3:32])=[O:29])[C:17]1[CH:16]=[CH:15][CH:14]=[C:13]([CH2:12][NH:11][S:7]([C:3]2[CH:2]=[N:1][CH:6]=[CH:5][CH:4]=2)(=[O:9])=[O:8])[N:18]=1)=[O:21])([CH3:26])([CH3:25])[CH3:24]. The yield is 0.850. (2) The reactants are [CH3:1][C:2]1[NH:7][C:6](=[O:8])[C:5]([C:9]#[N:10])=[C:4]([CH2:11][CH2:12][CH3:13])[CH:3]=1. The catalyst is CO.N.[Ni]. The product is [NH2:10][CH2:9][C:5]1[C:6](=[O:8])[NH:7][C:2]([CH3:1])=[CH:3][C:4]=1[CH2:11][CH2:12][CH3:13]. The yield is 0.920.